Dataset: Full USPTO retrosynthesis dataset with 1.9M reactions from patents (1976-2016). Task: Predict the reactants needed to synthesize the given product. (1) Given the product [NH2:1][CH2:2][C:7]([CH:9]([CH2:13][CH2:14][CH2:15][C@H:16]1[C@@H:24]2[C@@H:19]([NH:20][C:21]([NH:23]2)=[O:22])[CH2:18][S:17]1)[C:10](=[O:11])[OH:12])=[O:8], predict the reactants needed to synthesize it. The reactants are: [NH2:1][C@H:2]([C:7]([CH:9]([CH2:13][CH2:14][CH2:15][C@H:16]1[C@@H:24]2[C@@H:19]([NH:20][C:21]([NH:23]2)=[O:22])[CH2:18][S:17]1)[C:10](=[O:12])[OH:11])=[O:8])C(C)(C)C.FC(F)(F)C(O)=O. (2) Given the product [C:10]([C:9]1[CH:12]=[CH:13][C:6]([N:5]([CH2:4][CH:1]2[CH2:3][CH2:2]2)[C@H:19]([C:20]([O:22][C:23]([CH3:26])([CH3:25])[CH3:24])=[O:21])[CH3:27])=[CH:7][C:8]=1[C:14]([F:15])([F:16])[F:17])#[N:11], predict the reactants needed to synthesize it. The reactants are: [CH:1]1([CH2:4][NH:5][C:6]2[CH:13]=[CH:12][C:9]([C:10]#[N:11])=[C:8]([C:14]([F:17])([F:16])[F:15])[CH:7]=2)[CH2:3][CH2:2]1.Br[CH:19]([CH3:27])[C:20]([O:22][C:23]([CH3:26])([CH3:25])[CH3:24])=[O:21]. (3) Given the product [C:3]([N:6]1[CH2:7][CH2:8][N:9]([C:12]2[CH:17]=[CH:16][C:15]([O:18][CH:20]3[CH2:25][CH2:24][CH2:23][CH2:22][CH2:21]3)=[CH:14][CH:13]=2)[CH2:10][CH2:11]1)(=[O:5])[CH3:4], predict the reactants needed to synthesize it. The reactants are: [H-].[Na+].[C:3]([N:6]1[CH2:11][CH2:10][N:9]([C:12]2[CH:17]=[CH:16][C:15]([OH:18])=[CH:14][CH:13]=2)[CH2:8][CH2:7]1)(=[O:5])[CH3:4].Br[CH:20]1[CH2:25][CH2:24][CH2:23][CH2:22][CH2:21]1.O.